Dataset: Forward reaction prediction with 1.9M reactions from USPTO patents (1976-2016). Task: Predict the product of the given reaction. (1) Given the reactants [C:1]1([OH:7])[CH:6]=[CH:5][CH:4]=[CH:3][CH:2]=1.[H-].[Na+].[F:10][C:11]1[CH:16]=[CH:15][C:14]([C:17]2[C:18](=[O:32])[NH:19][NH:20][C:21]=2[C:22]2[CH:27]=[CH:26][N:25]=[C:24](S(C)(=O)=O)[N:23]=2)=[CH:13][CH:12]=1, predict the reaction product. The product is: [F:10][C:11]1[CH:16]=[CH:15][C:14]([C:17]2[C:18](=[O:32])[NH:19][NH:20][C:21]=2[C:22]2[CH:27]=[CH:26][N:25]=[C:24]([O:7][C:1]3[CH:6]=[CH:5][CH:4]=[CH:3][CH:2]=3)[N:23]=2)=[CH:13][CH:12]=1. (2) Given the reactants [CH2:1]([C:5]1[N:6]=[C:7]([CH3:27])[NH:8][C:9](=[O:26])[C:10]=1[CH2:11][C:12]1[CH:17]=[CH:16][C:15]([C:18]2[C:19]([C:24]#[N:25])=[CH:20][CH:21]=[CH:22][CH:23]=2)=[CH:14][CH:13]=1)[CH2:2][CH2:3][CH3:4].[CH:28]([O:31][C:32]1[CH:37]=[CH:36][C:35](B(O)O)=[CH:34][CH:33]=1)([CH3:30])[CH3:29].C([N:43](CC)CC)C.N1C=CC=CC=1.[C:54]([O:57]CC)(=[O:56])C, predict the reaction product. The product is: [CH2:1]([C:5]1[N:6]=[C:7]([CH3:27])[N:8]([C:35]2[CH:36]=[CH:37][C:32]([O:31][CH:28]([CH3:30])[CH3:29])=[CH:33][CH:34]=2)[C:9](=[O:26])[C:10]=1[CH2:11][C:12]1[CH:17]=[CH:16][C:15]([C:18]2[CH:23]=[CH:22][CH:21]=[CH:20][C:19]=2[C:24]2[NH:43][C:54](=[O:56])[O:57][N:25]=2)=[CH:14][CH:13]=1)[CH2:2][CH2:3][CH3:4].